From a dataset of Full USPTO retrosynthesis dataset with 1.9M reactions from patents (1976-2016). Predict the reactants needed to synthesize the given product. (1) Given the product [C:17]1([C:20]2[CH:21]=[CH:22][CH:23]=[CH:24][CH:25]=2)[CH:16]=[CH:15][C:14]([N:13]([O:45][B:44]([C:35]2[CH:34]=[CH:33][CH:38]=[CH:37][CH:36]=2)[OH:49])[C:10]2[CH:11]=[CH:12][C:7]([C:4]3[CH:5]=[CH:6][CH:1]=[CH:2][CH:3]=3)=[CH:8][CH:9]=2)=[CH:19][CH:18]=1, predict the reactants needed to synthesize it. The reactants are: [CH:1]1[CH:6]=[CH:5][C:4]([C:7]2[CH:12]=[CH:11][C:10]([N:13](C3C=CC(Br)=CC=3)[C:14]3[CH:19]=[CH:18][C:17]([C:20]4[CH:25]=[CH:24][CH:23]=[CH:22][CH:21]=4)=[CH:16][CH:15]=3)=[CH:9][CH:8]=2)=[CH:3][CH:2]=1.[CH3:33][CH2:34][CH2:35][CH2:36][CH2:37][CH3:38].C([Li])CCC.[B:44]([O:49]C)(OC)[O:45]C.Cl. (2) Given the product [CH2:17]([C:25]1([OH:26])[CH2:8][CH2:9][N:10]([C:4]([C:3]2[C:2]([Cl:1])=[N:10][CH:9]=[CH:8][CH:7]=2)=[O:6])[CH2:2][CH2:24]1)[C:11]1[CH:16]=[CH:15][CH:14]=[CH:13][CH:12]=1, predict the reactants needed to synthesize it. The reactants are: [Cl:1][C:2]1[N:10]=[CH:9][CH:8]=[CH:7][C:3]=1[C:4]([OH:6])=O.[C:11]1([CH3:17])[CH:16]=[CH:15][CH:14]=[CH:13][CH:12]=1.S(Cl)(Cl)=O.CO[CH2:24][CH2:25][O:26]C.